This data is from NCI-60 drug combinations with 297,098 pairs across 59 cell lines. The task is: Regression. Given two drug SMILES strings and cell line genomic features, predict the synergy score measuring deviation from expected non-interaction effect. (1) Drug 1: C#CCC(CC1=CN=C2C(=N1)C(=NC(=N2)N)N)C3=CC=C(C=C3)C(=O)NC(CCC(=O)O)C(=O)O. Drug 2: CCN(CC)CCCC(C)NC1=C2C=C(C=CC2=NC3=C1C=CC(=C3)Cl)OC. Cell line: M14. Synergy scores: CSS=9.50, Synergy_ZIP=-3.63, Synergy_Bliss=-2.90, Synergy_Loewe=0.341, Synergy_HSA=0.358. (2) Drug 1: C1CN1C2=NC(=NC(=N2)N3CC3)N4CC4. Drug 2: CC1OCC2C(O1)C(C(C(O2)OC3C4COC(=O)C4C(C5=CC6=C(C=C35)OCO6)C7=CC(=C(C(=C7)OC)O)OC)O)O. Cell line: A549. Synergy scores: CSS=54.9, Synergy_ZIP=-1.21, Synergy_Bliss=-1.03, Synergy_Loewe=4.60, Synergy_HSA=6.79. (3) Drug 1: CC1OCC2C(O1)C(C(C(O2)OC3C4COC(=O)C4C(C5=CC6=C(C=C35)OCO6)C7=CC(=C(C(=C7)OC)O)OC)O)O. Drug 2: C1=CC=C(C(=C1)C(C2=CC=C(C=C2)Cl)C(Cl)Cl)Cl. Cell line: UACC62. Synergy scores: CSS=32.6, Synergy_ZIP=-9.36, Synergy_Bliss=0.396, Synergy_Loewe=-26.9, Synergy_HSA=0.361. (4) Drug 1: C1=CC(=CC=C1CCCC(=O)O)N(CCCl)CCCl. Drug 2: C#CCC(CC1=CN=C2C(=N1)C(=NC(=N2)N)N)C3=CC=C(C=C3)C(=O)NC(CCC(=O)O)C(=O)O. Cell line: CCRF-CEM. Synergy scores: CSS=29.3, Synergy_ZIP=-6.25, Synergy_Bliss=-17.1, Synergy_Loewe=-16.6, Synergy_HSA=-16.6. (5) Drug 1: C1=C(C(=O)NC(=O)N1)N(CCCl)CCCl. Drug 2: CCC(=C(C1=CC=CC=C1)C2=CC=C(C=C2)OCCN(C)C)C3=CC=CC=C3.C(C(=O)O)C(CC(=O)O)(C(=O)O)O. Cell line: SF-268. Synergy scores: CSS=19.4, Synergy_ZIP=2.16, Synergy_Bliss=0.584, Synergy_Loewe=-6.28, Synergy_HSA=-3.01. (6) Drug 1: COC1=NC(=NC2=C1N=CN2C3C(C(C(O3)CO)O)O)N. Drug 2: CCCCC(=O)OCC(=O)C1(CC(C2=C(C1)C(=C3C(=C2O)C(=O)C4=C(C3=O)C=CC=C4OC)O)OC5CC(C(C(O5)C)O)NC(=O)C(F)(F)F)O. Cell line: RPMI-8226. Synergy scores: CSS=60.1, Synergy_ZIP=0.0852, Synergy_Bliss=1.11, Synergy_Loewe=1.08, Synergy_HSA=4.65.